Dataset: Peptide-MHC class I binding affinity with 185,985 pairs from IEDB/IMGT. Task: Regression. Given a peptide amino acid sequence and an MHC pseudo amino acid sequence, predict their binding affinity value. This is MHC class I binding data. The peptide sequence is AALFMYYAK. The MHC is HLA-A11:01 with pseudo-sequence HLA-A11:01. The binding affinity (normalized) is 1.00.